This data is from Catalyst prediction with 721,799 reactions and 888 catalyst types from USPTO. The task is: Predict which catalyst facilitates the given reaction. (1) The catalyst class is: 3. Reactant: [CH3:1][N:2]1[C:14]2[CH2:13][CH2:12][CH:11]([CH:15]3[CH2:20][CH2:19][O:18][CH2:17][CH2:16]3)[CH2:10][C:9]=2[C:8]2[C:3]1=[CH:4][CH:5]=[C:6]([C:21](O)=[O:22])[CH:7]=2.Cl.[CH:25]1([CH2:28][NH:29][C:30]([C@H:32]2[CH2:36][CH2:35][NH:34][CH2:33]2)=[O:31])[CH2:27][CH2:26]1.CN(C(ON1N=NC2C=CC=NC1=2)=[N+](C)C)C.F[P-](F)(F)(F)(F)F.C(N(CC)C(C)C)(C)C. Product: [CH:25]1([CH2:28][NH:29][C:30]([C@H:32]2[CH2:36][CH2:35][N:34]([C:21]([C:6]3[CH:7]=[C:8]4[C:3](=[CH:4][CH:5]=3)[N:2]([CH3:1])[C:14]3[CH2:13][CH2:12][CH:11]([CH:15]5[CH2:20][CH2:19][O:18][CH2:17][CH2:16]5)[CH2:10][C:9]4=3)=[O:22])[CH2:33]2)=[O:31])[CH2:26][CH2:27]1. (2) Reactant: [CH2:1]([C:3]1[S:12][C:6]2[N:7]=[CH:8][NH:9][C:10](=O)[C:5]=2[CH:4]=1)[CH3:2].P(Cl)(Cl)(Cl)(Cl)[Cl:14]. Product: [Cl:14][C:10]1[C:5]2[CH:4]=[C:3]([CH2:1][CH3:2])[S:12][C:6]=2[N:7]=[CH:8][N:9]=1. The catalyst class is: 286. (3) Reactant: P(Cl)(Cl)(Cl)=O.Cl.[NH2:7][C:8]1[CH:9]=[C:10]([CH:19]=[CH:20][CH:21]=1)[CH2:11][N:12]1[C:16](=[O:17])[CH2:15][S:14][C:13]1=[O:18].[O:22]([C:29]1[CH:30]=[C:31]([CH2:35][C:36](O)=[O:37])[CH:32]=[CH:33][CH:34]=1)[C:23]1[CH:28]=[CH:27][CH:26]=[CH:25][CH:24]=1.N1C=CC=CC=1.Cl. Product: [O:22]([C:29]1[CH:30]=[C:31]([CH2:35][C:36]([NH:7][C:8]2[CH:9]=[C:10]([CH:19]=[CH:20][CH:21]=2)[CH2:11][N:12]2[C:16](=[O:17])[CH2:15][S:14][C:13]2=[O:18])=[O:37])[CH:32]=[CH:33][CH:34]=1)[C:23]1[CH:24]=[CH:25][CH:26]=[CH:27][CH:28]=1. The catalyst class is: 7. (4) Reactant: [Br:1][C:2]1[CH:3]=[C:4]2[C:9](=[CH:10][C:11]=1[O:12]C)[O:8][C:7]([CH3:15])([CH3:14])[CH:6]=[C:5]2[C:16]1[CH:21]=[CH:20][CH:19]=[CH:18][CH:17]=1.B(Br)(Br)Br. Product: [Br:1][C:2]1[CH:3]=[C:4]2[C:9](=[CH:10][C:11]=1[OH:12])[O:8][C:7]([CH3:15])([CH3:14])[CH:6]=[C:5]2[C:16]1[CH:21]=[CH:20][CH:19]=[CH:18][CH:17]=1. The catalyst class is: 4. (5) Product: [CH3:19][S:20]([O:12][CH2:11][CH2:10][C:6]1[CH:7]=[CH:8][CH:9]=[C:4]([N+:1]([O-:3])=[O:2])[CH:5]=1)(=[O:22])=[O:21]. Reactant: [N+:1]([C:4]1[CH:5]=[C:6]([CH2:10][CH2:11][OH:12])[CH:7]=[CH:8][CH:9]=1)([O-:3])=[O:2].N1C=CC=CC=1.[CH3:19][S:20](Cl)(=[O:22])=[O:21].O. The catalyst class is: 2. (6) Reactant: [CH3:13][C:12]([O:11][C:9](O[C:9]([O:11][C:12]([CH3:15])([CH3:14])[CH3:13])=[O:10])=[O:10])([CH3:15])[CH3:14].[CH2:16]([O:23][C:24]([N:26]1[CH2:32][C@@H:31]([OH:33])[C@H:30]([NH2:34])[CH2:29][CH2:28][C@H:27]1[CH3:35])=[O:25])[C:17]1[CH:22]=[CH:21][CH:20]=[CH:19][CH:18]=1.C(N(CC)CC)C. Product: [CH2:16]([O:23][C:24]([N:26]1[CH2:32][C@@H:31]([OH:33])[C@H:30]([NH:34][C:9]([O:11][C:12]([CH3:13])([CH3:14])[CH3:15])=[O:10])[CH2:29][CH2:28][C@H:27]1[CH3:35])=[O:25])[C:17]1[CH:18]=[CH:19][CH:20]=[CH:21][CH:22]=1. The catalyst class is: 20. (7) Reactant: [C:1]([NH:11][C:12]1([CH2:15][OH:16])[CH2:14][CH2:13]1)([O:3][CH2:4][C:5]1[CH:10]=[CH:9][CH:8]=[CH:7][CH:6]=1)=[O:2].CCN(C(C)C)C(C)C.[CH3:26][S:27](Cl)(=[O:29])=[O:28]. Product: [C:1]([NH:11][C:12]1([CH2:15][O:16][S:27]([CH3:26])(=[O:29])=[O:28])[CH2:13][CH2:14]1)([O:3][CH2:4][C:5]1[CH:10]=[CH:9][CH:8]=[CH:7][CH:6]=1)=[O:2]. The catalyst class is: 2. (8) Reactant: [CH3:1][O:2][C:3]1[CH:10]=[CH:9][C:6]([CH2:7]Cl)=[CH:5][CH:4]=1.[CH3:11][O:12][C:13]([C:15]1[S:16][CH:17]=[CH:18][C:19]=1[NH2:20])=[O:14]. Product: [CH3:11][O:12][C:13]([C:15]1[S:16][CH:17]=[CH:18][C:19]=1[NH:20][CH2:7][C:6]1[CH:9]=[CH:10][C:3]([O:2][CH3:1])=[CH:4][CH:5]=1)=[O:14]. The catalyst class is: 2.